From a dataset of Full USPTO retrosynthesis dataset with 1.9M reactions from patents (1976-2016). Predict the reactants needed to synthesize the given product. (1) Given the product [CH2:1]([N:8]([CH2:12][C@H:13]1[CH2:14][CH2:15][C:16](=[O:18])[NH:17]1)[CH2:9][CH2:10][O:11][S:20]([CH3:19])(=[O:22])=[O:21])[C:2]1[CH:3]=[CH:4][CH:5]=[CH:6][CH:7]=1, predict the reactants needed to synthesize it. The reactants are: [CH2:1]([N:8]([CH2:12][C@@H:13]1[NH:17][C:16](=[O:18])[CH2:15][CH2:14]1)[CH2:9][CH2:10][OH:11])[C:2]1[CH:7]=[CH:6][CH:5]=[CH:4][CH:3]=1.[CH3:19][S:20](Cl)(=[O:22])=[O:21]. (2) Given the product [Cl:17][C:14]1[CH:15]=[CH:16][C:11]([O:10][C:7]2[CH:8]=[CH:9][C:4]([C:3]([O:2][CH3:1])=[O:20])=[CH:5][CH:6]=2)=[C:12]([CH:18]=[N:42][C:40]([O:49][Si:22]([CH3:24])([CH3:23])[CH3:21])=[CH2:41])[CH:13]=1, predict the reactants needed to synthesize it. The reactants are: [CH3:1][O:2][C:3](=[O:20])[C:4]1[CH:9]=[CH:8][C:7]([O:10][C:11]2[CH:16]=[CH:15][C:14]([Cl:17])=[CH:13][C:12]=2[CH:18]=O)=[CH:6][CH:5]=1.[CH3:21][Si:22](N[Si:22]([CH3:24])([CH3:23])[CH3:21])([CH3:24])[CH3:23].C([Li])CCC.C[Si](Cl)(C)C.[CH2:40]([N:42](CC)CC)[CH3:41].C(Cl)(=[O:49])C. (3) Given the product [F:60][C:59]([F:62])([F:61])[C:57]([OH:63])=[O:58].[CH2:39]([CH:18]1[CH2:19][N:20]([CH:23]([C:35](=[O:38])[NH:36][CH3:37])[CH2:24][C:25]2[CH:34]=[CH:33][C:32]3[C:27](=[CH:28][CH:29]=[CH:30][CH:31]=3)[CH:26]=2)[CH2:21][CH2:22][N:17]1[C:15](=[O:16])[CH:14]([NH:13][C:12]([CH:10]1[CH2:11][NH:8][CH2:9]1)=[O:49])[CH2:41][C:42]1[CH:43]=[CH:44][C:45]([F:48])=[CH:46][CH:47]=1)[CH3:40], predict the reactants needed to synthesize it. The reactants are: C(OC([N:8]1[CH2:11][CH:10]([C:12](=[O:49])[NH:13][CH:14]([CH2:41][C:42]2[CH:47]=[CH:46][C:45]([F:48])=[CH:44][CH:43]=2)[C:15]([N:17]2[CH2:22][CH2:21][N:20]([CH:23]([C:35](=[O:38])[NH:36][CH3:37])[CH2:24][C:25]3[CH:34]=[CH:33][C:32]4[C:27](=[CH:28][CH:29]=[CH:30][CH:31]=4)[CH:26]=3)[CH2:19][CH:18]2[CH2:39][CH3:40])=[O:16])[CH2:9]1)=O)(C)(C)C.ClCCCl.C(Cl)Cl.[C:57]([OH:63])([C:59]([F:62])([F:61])[F:60])=[O:58].O. (4) Given the product [F:1][C:2]1[CH:19]=[C:18]([N+:20]([O-:22])=[O:21])[CH:17]=[CH:16][C:3]=1[O:4][C:5]1[C:10]2=[C:11]([CH3:15])[C:12]([O:14][CH2:30][CH2:29][N:26]3[CH2:27][CH2:28][O:23][CH2:24][CH2:25]3)=[CH:13][N:9]2[N:8]=[CH:7][N:6]=1, predict the reactants needed to synthesize it. The reactants are: [F:1][C:2]1[CH:19]=[C:18]([N+:20]([O-:22])=[O:21])[CH:17]=[CH:16][C:3]=1[O:4][C:5]1[C:10]2=[C:11]([CH3:15])[C:12]([OH:14])=[CH:13][N:9]2[N:8]=[CH:7][N:6]=1.[O:23]1[CH2:28][CH2:27][N:26]([CH2:29][CH2:30]O)[CH2:25][CH2:24]1.C1C=CC(P(C2C=CC=CC=2)C2C=CC=CC=2)=CC=1.CC(OC(/N=N/C(OC(C)C)=O)=O)C. (5) Given the product [CH3:12][N:13]([CH3:14])[C:41](=[O:42])[CH2:40][C:39]([CH2:48][O:49][CH2:50][CH2:51][CH2:52][CH2:53][CH2:54][CH2:55][CH2:56][CH2:57][CH2:58][CH2:59][CH2:60][CH2:61][CH2:62][CH3:63])([CH2:38][O:37][CH2:23][CH2:24][CH2:25][CH2:26][CH2:27][CH2:28][CH2:29][CH2:30][CH2:31][CH2:32][CH2:33][CH2:34][CH2:35][CH3:36])[CH2:44][C:45]([N:66]([CH3:67])[CH3:65])=[O:46], predict the reactants needed to synthesize it. The reactants are: ON1C2C=CC=CC=2N=N1.C[CH2:12][N:13]=[C:14]=NCCCN(C)C.Cl.[CH2:23]([O:37][CH2:38][C:39]([CH2:48][O:49][CH2:50][CH2:51][CH2:52][CH2:53][CH2:54][CH2:55][CH2:56][CH2:57][CH2:58][CH2:59][CH2:60][CH2:61][CH2:62][CH3:63])([CH2:44][C:45](O)=[O:46])[CH2:40][C:41](O)=[O:42])[CH2:24][CH2:25][CH2:26][CH2:27][CH2:28][CH2:29][CH2:30][CH2:31][CH2:32][CH2:33][CH2:34][CH2:35][CH3:36].Cl.[CH3:65][NH:66][CH3:67].C(N(CC)CC)C. (6) Given the product [F:9][C:10]([F:19])([F:20])[C:11]1[CH:18]=[CH:17][C:14]([CH2:15][NH:16][CH:5]2[CH2:6][CH2:7][N:2]([CH3:1])[CH2:3][CH2:4]2)=[CH:13][CH:12]=1, predict the reactants needed to synthesize it. The reactants are: [CH3:1][N:2]1[CH2:7][CH2:6][C:5](=O)[CH2:4][CH2:3]1.[F:9][C:10]([F:20])([F:19])[C:11]1[CH:18]=[CH:17][C:14]([CH2:15][NH2:16])=[CH:13][CH:12]=1.